From a dataset of Forward reaction prediction with 1.9M reactions from USPTO patents (1976-2016). Predict the product of the given reaction. (1) Given the reactants C(N(C(C)C)CC)(C)C.[NH2:10][CH:11]1[CH2:16][CH2:15][N:14]([S:17]([C:20]2[CH:25]=[CH:24][C:23]([N:26]([CH3:35])[C:27]([CH:29]3[CH2:34][CH2:33][O:32][CH2:31][CH2:30]3)=[O:28])=[CH:22][CH:21]=2)(=[O:19])=[O:18])[CH2:13][CH2:12]1.[C:36](Cl)(=[O:39])[CH:37]=[CH2:38], predict the reaction product. The product is: [C:36]([NH:10][CH:11]1[CH2:12][CH2:13][N:14]([S:17]([C:20]2[CH:21]=[CH:22][C:23]([N:26]([CH3:35])[C:27]([CH:29]3[CH2:34][CH2:33][O:32][CH2:31][CH2:30]3)=[O:28])=[CH:24][CH:25]=2)(=[O:18])=[O:19])[CH2:15][CH2:16]1)(=[O:39])[CH:37]=[CH2:38]. (2) Given the reactants [S:1]1[CH2:5][C:4](=O)[NH:3][C:2]1=O.P(Br)(Br)([Br:10])=O.CN([CH:16]=[O:17])C.[BrH:18], predict the reaction product. The product is: [Br:18][C:2]1[S:1][C:5]([CH:16]=[O:17])=[C:4]([Br:10])[N:3]=1. (3) Given the reactants [C:1]1([N:7]2[C:11]([NH2:12])=[CH:10][C:9]([C:13]([CH3:19])([CH3:18])[C:14]([F:17])([F:16])[F:15])=[N:8]2)[CH:6]=[CH:5][CH:4]=[CH:3][CH:2]=1.C(=O)([O-])[O-].[K+].[K+].Cl[C:27]([O:29][C:30]1[CH:35]=[CH:34][CH:33]=[CH:32][CH:31]=1)=[O:28], predict the reaction product. The product is: [C:1]1([N:7]2[C:11]([NH:12][C:27](=[O:28])[O:29][C:30]3[CH:35]=[CH:34][CH:33]=[CH:32][CH:31]=3)=[CH:10][C:9]([C:13]([CH3:19])([CH3:18])[C:14]([F:16])([F:17])[F:15])=[N:8]2)[CH:2]=[CH:3][CH:4]=[CH:5][CH:6]=1. (4) Given the reactants CCCC[N+](CCCC)(CCCC)CCCC.[F-].[Cl:19][C:20]1[CH:21]=[C:22]([C:30]2[O:34][N:33]=[C:32]([C:35]3[C:40]4[CH:41]=[CH:42][O:43][C:39]=4[C:38]([O:44]COCC[Si](C)(C)C)=[CH:37][CH:36]=3)[N:31]=2)[CH:23]=[CH:24][C:25]=1[O:26][CH:27]([CH3:29])[CH3:28], predict the reaction product. The product is: [Cl:19][C:20]1[CH:21]=[C:22]([C:30]2[O:34][N:33]=[C:32]([C:35]3[C:40]4[CH:41]=[CH:42][O:43][C:39]=4[C:38]([OH:44])=[CH:37][CH:36]=3)[N:31]=2)[CH:23]=[CH:24][C:25]=1[O:26][CH:27]([CH3:29])[CH3:28]. (5) Given the reactants [CH3:1][O:2][C:3]1[CH:8]=[C:7]([CH3:9])[C:6]([S:10]([N:13]([CH2:15][C:16]2[O:20][CH:19]=[C:18]([C:21](O)=[O:22])[CH:17]=2)[CH3:14])(=[O:12])=[O:11])=[C:5]([CH3:24])[CH:4]=1.C1N=CN(C(N2C=NC=C2)=O)C=1.[CH3:37][N:38]1[CH2:43][CH2:42][CH:41]([N:44]2[CH2:49][CH2:48][NH:47][CH2:46][CH2:45]2)[CH2:40][CH2:39]1, predict the reaction product. The product is: [CH3:1][O:2][C:3]1[CH:4]=[C:5]([CH3:24])[C:6]([S:10]([N:13]([CH3:14])[CH2:15][C:16]2[O:20][CH:19]=[C:18]([C:21]([N:47]3[CH2:46][CH2:45][N:44]([CH:41]4[CH2:42][CH2:43][N:38]([CH3:37])[CH2:39][CH2:40]4)[CH2:49][CH2:48]3)=[O:22])[CH:17]=2)(=[O:11])=[O:12])=[C:7]([CH3:9])[CH:8]=1. (6) Given the reactants [CH3:1][C:2]1[CH:3]=[C:4]([NH:13][C:14]2[N:19]=[C:18]([C:20]([F:23])([F:22])[F:21])[CH:17]=[CH:16][N:15]=2)[CH:5]=[C:6]([C:8]2[S:12][CH:11]=[N:10][CH:9]=2)[CH:7]=1.C([N-]C(C)C)(C)C.[Li+].[S:32]1[CH2:37][CH2:36][C:35](=[O:38])[CH2:34][CH2:33]1, predict the reaction product. The product is: [CH3:1][C:2]1[CH:7]=[C:6]([C:8]2[S:12][C:11]([C:35]3([OH:38])[CH2:36][CH2:37][S:32][CH2:33][CH2:34]3)=[N:10][CH:9]=2)[CH:5]=[C:4]([NH:13][C:14]2[N:19]=[C:18]([C:20]([F:21])([F:23])[F:22])[CH:17]=[CH:16][N:15]=2)[CH:3]=1. (7) Given the reactants C=O.[C:3]([NH2:7])([CH3:6])([CH3:5])[CH3:4].[C:8]([C:12]1[CH:17]=[CH:16][C:15]([OH:18])=[C:14]([C:19]2[CH:24]=[CH:23][C:22]([CH3:25])=[CH:21][N:20]=2)[CH:13]=1)([CH3:11])([CH3:10])[CH3:9].O1C2C=CC=CC=2CN[CH2:27]1.[ClH:36].Cl.C(O)C, predict the reaction product. The product is: [ClH:36].[ClH:36].[C:8]([C:12]1[CH:13]=[C:14]([C:19]2[CH:24]=[CH:23][C:22]([CH3:25])=[CH:21][N:20]=2)[C:15]([OH:18])=[C:16]([CH2:27][NH:7][C:3]([CH3:6])([CH3:5])[CH3:4])[CH:17]=1)([CH3:11])([CH3:10])[CH3:9].